From a dataset of Reaction yield outcomes from USPTO patents with 853,638 reactions. Predict the reaction yield, written as a fraction of the theoretical maximum amount of product (1.0 means a 100% yield; for example, 0.34 means a 34% yield). (1) The product is [Cl:4][CH2:5][CH2:6][CH2:7][CH2:8][C:9]#[C:10][CH:11]([O:15][CH2:16][CH3:17])[O:12][CH2:13][CH3:14]. The reactants are C[Mg]Cl.[Cl:4][CH2:5][CH2:6][CH2:7][CH2:8][C:9]#[CH:10].[CH:11](OCC)([O:15][CH2:16][CH3:17])[O:12][CH2:13][CH3:14].[Cl-].[NH4+]. The yield is 0.610. The catalyst is O1CCCC1.C1(C)C=CC=CC=1.O.C(O)(=O)C. (2) The reactants are Br[C:2]1[CH:3]=[CH:4][C:5]2[O:6][C:7]([CH3:13])([CH3:12])[CH2:8][NH:9][C:10]=2[N:11]=1.[F:14][C@H:15]1[CH2:19][CH2:18][N:17]([C:20]2[CH:21]=[C:22](B(O)O)[CH:23]=[CH:24][CH:25]=2)[CH2:16]1.C(=O)([O-])[O-].[Cs+].[Cs+]. The catalyst is COCCOC.C1C=CC(P(C2C=CC=CC=2)[C-]2C=CC=C2)=CC=1.C1C=CC(P(C2C=CC=CC=2)[C-]2C=CC=C2)=CC=1.Cl[Pd]Cl.[Fe+2]. The yield is 0.620. The product is [F:14][C@H:15]1[CH2:19][CH2:18][N:17]([C:20]2[CH:21]=[C:22]([C:2]3[CH:3]=[CH:4][C:5]4[O:6][C:7]([CH3:13])([CH3:12])[CH2:8][NH:9][C:10]=4[N:11]=3)[CH:23]=[CH:24][CH:25]=2)[CH2:16]1.